Dataset: Reaction yield outcomes from USPTO patents with 853,638 reactions. Task: Predict the reaction yield, written as a fraction of the theoretical maximum amount of product (1.0 means a 100% yield; for example, 0.34 means a 34% yield). The reactants are [OH:1][C:2]1[CH:3]=[C:4]([C:12]([O:14]C)=[O:13])[CH:5]=[C:6]([CH:11]=1)[C:7]([O:9]C)=[O:8].[OH-].[Li+]. The catalyst is C1COCC1. The product is [OH:1][C:2]1[CH:3]=[C:4]([C:12]([OH:14])=[O:13])[CH:5]=[C:6]([CH:11]=1)[C:7]([OH:9])=[O:8]. The yield is 0.580.